From a dataset of Reaction yield outcomes from USPTO patents with 853,638 reactions. Predict the reaction yield, written as a fraction of the theoretical maximum amount of product (1.0 means a 100% yield; for example, 0.34 means a 34% yield). (1) The reactants are Cl.[CH3:2][O:3][NH2:4].[CH:5]([C:7]1[CH:36]=[CH:35][CH:34]=[CH:33][C:8]=1[O:9][CH:10]1[CH2:15][CH2:14][N:13]([C:16](=[O:32])[CH2:17][NH:18][C:19]([C:21]2[CH:25]=[C:24]([C:26]3[CH:31]=[CH:30][CH:29]=[CH:28][CH:27]=3)[NH:23][N:22]=2)=[O:20])[CH2:12][CH2:11]1)=O.C([O-])(=O)C.[Na+]. The catalyst is CO.O. The product is [CH3:2][O:3][N:4]=[CH:5][C:7]1[CH:36]=[CH:35][CH:34]=[CH:33][C:8]=1[O:9][CH:10]1[CH2:15][CH2:14][N:13]([C:16](=[O:32])[CH2:17][NH:18][C:19]([C:21]2[CH:25]=[C:24]([C:26]3[CH:27]=[CH:28][CH:29]=[CH:30][CH:31]=3)[NH:23][N:22]=2)=[O:20])[CH2:12][CH2:11]1. The yield is 0.311. (2) The product is [CH2:11]([N:18]1[CH2:23][CH2:22][C:21]([N:3]([CH3:4])[CH3:2])([C:8]#[N:9])[CH2:20][CH2:19]1)[C:12]1[CH:17]=[CH:16][CH:15]=[CH:14][CH:13]=1. The yield is 0.850. The catalyst is O.CO.C(OCC)(=O)C.CCOC(C)=O.CCCCCC. The reactants are Cl.[CH3:2][NH:3][CH3:4].[C-]#N.[K+].[CH3:8][NH:9]C.[CH2:11]([N:18]1[CH2:23][CH2:22][C:21](=O)[CH2:20][CH2:19]1)[C:12]1[CH:17]=[CH:16][CH:15]=[CH:14][CH:13]=1.Cl. (3) The reactants are O[C:2]1([C:7]2[CH:12]=[CH:11][CH:10]=[CH:9][CH:8]=2)[CH2:6][CH2:5][CH2:4][CH2:3]1. The catalyst is C1COCC1. The product is [C:7]1([C:2]2[CH2:6][CH2:5][CH2:4][CH:3]=2)[CH:12]=[CH:11][CH:10]=[CH:9][CH:8]=1. The yield is 0.850. (4) The catalyst is ClCCl. The yield is 0.970. The reactants are C([O:5][C:6]([CH:8]1[CH:12]([C:13]2[CH:18]=[C:17]([Cl:19])[CH:16]=[CH:15][C:14]=2[O:20][CH3:21])[C:11]([C:24]2[CH:29]=[CH:28][C:27]([Cl:30])=[CH:26][C:25]=2[F:31])([C:22]#[N:23])[CH:10]([CH2:32][C:33]([CH3:36])([CH3:35])[CH3:34])[NH:9]1)=[O:7])(C)(C)C.[F:37][C:38]([F:43])([F:42])[C:39]([OH:41])=[O:40]. The product is [F:37][C:38]([F:43])([F:42])[C:39]([OH:41])=[O:40].[Cl:30][C:27]1[CH:28]=[CH:29][C:24]([C:11]2([C:22]#[N:23])[CH:10]([CH2:32][C:33]([CH3:36])([CH3:35])[CH3:34])[NH:9][CH:8]([C:6]([OH:7])=[O:5])[CH:12]2[C:13]2[CH:18]=[C:17]([Cl:19])[CH:16]=[CH:15][C:14]=2[O:20][CH3:21])=[C:25]([F:31])[CH:26]=1. (5) The reactants are [CH2:1]([O:4][CH2:5][CH2:6][CH2:7][S:8]([O-:11])(=O)=[O:9])[C:2]#[CH:3].[Na+].S(Cl)([Cl:15])=O. The catalyst is ClCCl. The product is [CH2:1]([O:4][CH2:5][CH2:6][CH2:7][S:8]([Cl:15])(=[O:11])=[O:9])[C:2]#[CH:3]. The yield is 0.950. (6) The reactants are [Br:1][C:2]1[CH:3]=[C:4]([F:14])[CH:5]=[C:6]2[C:11]=1[N:10]=[C:9]([CH2:12][OH:13])[CH:8]=[CH:7]2.CS(C)=O.S([O-])([O-])(=O)=O.[NH+]1C=CC=CC=1.[NH+]1C=CC=CC=1.O. The catalyst is C(Cl)Cl. The product is [Br:1][C:2]1[CH:3]=[C:4]([F:14])[CH:5]=[C:6]2[C:11]=1[N:10]=[C:9]([CH:12]=[O:13])[CH:8]=[CH:7]2. The yield is 0.680. (7) The reactants are [C:1]([O:5][C:6]([N:8]1[CH2:13][CH2:12][CH:11]([N:14]2[CH:18]=[C:17]([NH:19][C:20]3[N:25]=[C:24]([NH:26][C:27]4[CH:32]=[CH:31][C:30]([O:33][CH3:34])=[CH:29][CH:28]=4)[C:23]([N+:35]([O-])=O)=[CH:22][N:21]=3)[CH:16]=[N:15]2)[CH2:10][CH2:9]1)=[O:7])([CH3:4])([CH3:3])[CH3:2]. The catalyst is CO.[Pd]. The product is [C:1]([O:5][C:6]([N:8]1[CH2:13][CH2:12][CH:11]([N:14]2[CH:18]=[C:17]([NH:19][C:20]3[N:25]=[C:24]([NH:26][C:27]4[CH:32]=[CH:31][C:30]([O:33][CH3:34])=[CH:29][CH:28]=4)[C:23]([NH2:35])=[CH:22][N:21]=3)[CH:16]=[N:15]2)[CH2:10][CH2:9]1)=[O:7])([CH3:4])([CH3:3])[CH3:2]. The yield is 0.920.